From a dataset of Catalyst prediction with 721,799 reactions and 888 catalyst types from USPTO. Predict which catalyst facilitates the given reaction. (1) Reactant: Br[C:2]1[CH:20]=[CH:19][C:5]([CH2:6][NH:7][C@@H:8]([CH2:15][CH:16]([CH3:18])[CH3:17])[C:9]([NH:11][CH2:12][C:13]#[N:14])=[O:10])=[CH:4][CH:3]=1.[C:21]([O:25][C:26]([N:28]1[CH2:33][CH2:32][N:31]([C:34]2[CH:39]=[CH:38][C:37](B(O)O)=[CH:36][CH:35]=2)[CH2:30][CH2:29]1)=[O:27])([CH3:24])([CH3:23])[CH3:22].C(=O)([O-])[O-].[Na+].[Na+].O. Product: [C:13]([CH2:12][NH:11][C:9]([C@@H:8]([NH:7][CH2:6][C:5]1[CH:19]=[CH:20][C:2]([C:37]2[CH:36]=[CH:35][C:34]([N:31]3[CH2:30][CH2:29][N:28]([C:26]([O:25][C:21]([CH3:24])([CH3:23])[CH3:22])=[O:27])[CH2:33][CH2:32]3)=[CH:39][CH:38]=2)=[CH:3][CH:4]=1)[CH2:15][CH:16]([CH3:18])[CH3:17])=[O:10])#[N:14]. The catalyst class is: 151. (2) Reactant: [CH:1]1([C:4]2[C:5]([N:24]([C:29]3[CH:34]=[CH:33][C:32]([N+:35]([O-])=O)=[C:31]([F:38])[CH:30]=3)[S:25]([CH3:28])(=[O:27])=[O:26])=[CH:6][C:7]3[O:11][C:10]([C:12]4[CH:17]=[CH:16][C:15]([F:18])=[CH:14][CH:13]=4)=[C:9]([C:19]([NH:21][CH3:22])=[O:20])[C:8]=3[CH:23]=2)[CH2:3][CH2:2]1. Product: [NH2:35][C:32]1[CH:33]=[CH:34][C:29]([N:24]([C:5]2[C:4]([CH:1]3[CH2:3][CH2:2]3)=[CH:23][C:8]3[C:9]([C:19]([NH:21][CH3:22])=[O:20])=[C:10]([C:12]4[CH:13]=[CH:14][C:15]([F:18])=[CH:16][CH:17]=4)[O:11][C:7]=3[CH:6]=2)[S:25]([CH3:28])(=[O:27])=[O:26])=[CH:30][C:31]=1[F:38]. The catalyst class is: 336. (3) Reactant: [CH:1](NC(C)C)(C)C.C([Li])CCC.[CH2:13]([O:15][C:16](=[O:24])[CH:17]([N:19]([CH2:22][CH3:23])[CH2:20][CH3:21])[CH3:18])[CH3:14].IC. Product: [CH2:13]([O:15][C:16](=[O:24])[C:17]([N:19]([CH2:22][CH3:23])[CH2:20][CH3:21])([CH3:1])[CH3:18])[CH3:14]. The catalyst class is: 345. (4) Product: [C:14]([O:18][C:19]([N:21]1[CH2:26][CH2:25][CH:24]([N:27]2[CH:31]=[C:30]([C:32]3[CH:33]=[N:34][C:35]([NH2:39])=[C:36]([C:2]4[CH:3]=[CH:4][C:5]5[C:10](=[CH:9][CH:8]=[CH:7][CH:6]=5)[CH:1]=4)[CH:37]=3)[CH:29]=[N:28]2)[CH2:23][CH2:22]1)=[O:20])([CH3:17])([CH3:15])[CH3:16]. Reactant: [CH:1]1[C:10]2[C:5](=[CH:6][CH:7]=[CH:8][CH:9]=2)[CH:4]=[CH:3][C:2]=1B(O)O.[C:14]([O:18][C:19]([N:21]1[CH2:26][CH2:25][CH:24]([N:27]2[CH:31]=[C:30]([C:32]3[CH:33]=[N:34][C:35]([NH2:39])=[C:36](Br)[CH:37]=3)[CH:29]=[N:28]2)[CH2:23][CH2:22]1)=[O:20])([CH3:17])([CH3:16])[CH3:15].C(OC(N1CCC(N2C=C(C3C(N)=NC=C(Br)C=3)C=N2)CC1)=O)(C)(C)C.O1CCOCC1.C([O-])([O-])=O.[Cs+].[Cs+].O.C(OC(N1CCC(N2C=C(C3C(N)=NC=C(C4C=CC5C(=CC=CC=5)C=4)C=3)C=N2)CC1)=O)(C)(C)C. The catalyst class is: 518.